Dataset: Forward reaction prediction with 1.9M reactions from USPTO patents (1976-2016). Task: Predict the product of the given reaction. (1) Given the reactants C(OC([NH:11][C@H:12]1[CH2:17][CH2:16][N:15]([C:18]2[CH:19]=[CH:20][C:21]([CH3:28])=[C:22]([CH:27]=2)[C:23]([O:25][CH3:26])=[O:24])[CH2:14][C@H:13]1[O:29][CH3:30])=O)C1C=CC=CC=1, predict the reaction product. The product is: [NH2:11][C@H:12]1[CH2:17][CH2:16][N:15]([C:18]2[CH:19]=[CH:20][C:21]([CH3:28])=[C:22]([CH:27]=2)[C:23]([O:25][CH3:26])=[O:24])[CH2:14][C@H:13]1[O:29][CH3:30]. (2) Given the reactants C[O:2][C:3]1[CH:12]=[C:11]2[C:6]([C:7]([C:31]3[CH:36]=[CH:35][CH:34]=[CH:33][CH:32]=3)=[N:8][N:9]=[C:10]2[NH:13][CH:14]2[CH2:19][CH2:18][N:17]([CH2:20][C:21]3[CH:30]=[CH:29][C:28]4[C:23](=[CH:24][CH:25]=[CH:26][CH:27]=4)[CH:22]=3)[CH2:16][CH2:15]2)=[CH:5][CH:4]=1.Cl.[NH+]1C=CC=CC=1.[OH-].[Na+], predict the reaction product. The product is: [OH:2][C:3]1[CH:12]=[C:11]2[C:6]([C:7]([C:31]3[CH:32]=[CH:33][CH:34]=[CH:35][CH:36]=3)=[N:8][N:9]=[C:10]2[NH:13][CH:14]2[CH2:15][CH2:16][N:17]([CH2:20][C:21]3[CH:30]=[CH:29][C:28]4[C:23](=[CH:24][CH:25]=[CH:26][CH:27]=4)[CH:22]=3)[CH2:18][CH2:19]2)=[CH:5][CH:4]=1. (3) Given the reactants CS(O[CH2:6][C:7]1[CH:12]=[CH:11][C:10]([N+:13]([O-:15])=[O:14])=[C:9]([N+:16]([O-:18])=[O:17])[CH:8]=1)(=O)=O.C(N(CC)CC)C.[CH3:26][N:27]1[CH2:32][CH2:31][N:30]([CH:33]2[CH2:38][CH2:37][NH:36][CH2:35][CH2:34]2)[CH2:29][CH2:28]1, predict the reaction product. The product is: [N+:16]([C:9]1[CH:8]=[C:7]([CH:12]=[CH:11][C:10]=1[N+:13]([O-:15])=[O:14])[CH2:6][N:36]1[CH2:35][CH2:34][CH:33]([N:30]2[CH2:29][CH2:28][N:27]([CH3:26])[CH2:32][CH2:31]2)[CH2:38][CH2:37]1)([O-:18])=[O:17]. (4) Given the reactants N#N.[Li]CCCC.[O:8]1[CH:12]=[CH:11][CH:10]=[C:9]1[C:13]1([CH3:18])[O:17][CH2:16][CH2:15][O:14]1.CN([CH:22]=[O:23])C.[NH4+].[Cl-], predict the reaction product. The product is: [CH3:18][C:13]1([C:9]2[O:8][C:12]([CH:22]=[O:23])=[CH:11][CH:10]=2)[O:14][CH2:15][CH2:16][O:17]1.